From a dataset of TCR-epitope binding with 47,182 pairs between 192 epitopes and 23,139 TCRs. Binary Classification. Given a T-cell receptor sequence (or CDR3 region) and an epitope sequence, predict whether binding occurs between them. (1) The epitope is KAYNVTQAF. The TCR CDR3 sequence is CASSIKDREHSYNEQFF. Result: 1 (the TCR binds to the epitope). (2) The epitope is QARQMVQAMRTIGTHP. The TCR CDR3 sequence is CSARDGVRQYF. Result: 1 (the TCR binds to the epitope). (3) The epitope is SLFNTVATLY. The TCR CDR3 sequence is CASSLEWGGETQYF. Result: 1 (the TCR binds to the epitope).